From a dataset of Experimentally validated miRNA-target interactions with 360,000+ pairs, plus equal number of negative samples. Binary Classification. Given a miRNA mature sequence and a target amino acid sequence, predict their likelihood of interaction. (1) The miRNA is hsa-miR-335-5p with sequence UCAAGAGCAAUAACGAAAAAUGU. The protein sequence of the target gene is MLGWCEAIARNPHRIPNNTRTPEISGDLADASQTSTLNEKSPGRSASRSSNISKASSPTTGTAPRSQSRLSVCPSTQDICRICHCEGDEESPLITPCRCTGTLRFVHQSCLHQWIKSSDTRCCELCKYDFIMETKLKPLRKWEKLQMTTSERRKIFCSVTFHVIAITCVVWSLYVLIDRTAEEIKQGNDNGVLEWPFWTKLVVVAIGFTGGLVFMYVQCKVYVQLWRRLKAYNRVIFVQNCPDTAKKLEKNFSCNVNTDIKDAVVVPVPQTGANSLPSAEGGPPEVVSV. Result: 1 (interaction). (2) The miRNA is mmu-miR-450b-3p with sequence AUUGGGAACAUUUUGCAUGCAU. The protein sequence of the target gene is MLLCLSPAWLMKVPAPGQPGEAALLVSKAVSFHPGGLTFLDDFVPPRRATYFLAGLGLGPGRGREAAELARDLTCPTGASAELARLLEDRLLTRQLLAQQGGVAVPATLAFTYKPPGLLRGGDASLGLRLVELSGKEGQETLVKEEVEAFLRSEALGDILQVAVKLSGWRWRGRQAWRLHPRAELGAVVDTVLALLEKLEEEESVLVEAVYPPAQLPCSDGPSPGPGLAVRICAVVCRTQGDRPLLSKVVCGVGRGDRPLRHHNSLPRTLEVALAQCGLGEEAQVAAVRQRVKAAAEAAL.... Result: 0 (no interaction). (3) The miRNA is mmu-miR-425-5p with sequence AAUGACACGAUCACUCCCGUUGA. The protein sequence of the target gene is MLRVLPRALRLPCSWRFSGARDCASHATTRTPEIQVQALTGPNQGITEILMNRPNARNALGNVFVSELLEALAQLREDQQVRVLLFRSAVKGVFCAGADLKEREQMSDVEVGTFVQRLRGLMSEIAAFPVPTIAAMDGFALGGGLELALACDLRIAASSAVMGLIETTRGLLPGAGGTQRLPRCLGVALAKELIFTGRRLNGAQARELGLVNHAVAQNEEGNAAYHRALALAQEILPQAPIAVRLGKVAIDRGMEVDIASGMAIEQMCYAQNIPTQDRLEGMAAFREKRAPKFVGK. Result: 1 (interaction). (4) Result: 0 (no interaction). The miRNA is hsa-miR-6798-3p with sequence CUACCCCCCAUCCCCCUGUAG. The protein sequence of the target gene is MIMTESREVIDLDPPAETSQEQEDLFIVKVEEEDCTWMQEYNPPTFETFYQRFRHFQYHEASGPREALSQLRVLCCEWLRPELHTKEQILELLVLEQFLTILPEEFQPWVREHHPESGEEAVAVIENIQRELEERRQQIVACPDVLPRKMATPGAVQESCSPHPLTVDTQPEQAPQKPRLLEENALPVLQVPSLPLKDSQELTASLLSTGSQKLVKIEEVADVAVSFILEEWGHLDQSQKSLYRDDRKENYGSITSMGYESRDNMELIVKQISDDSESHWVAPEHTERSVPQDPDFAEVS.... (5) The miRNA is hsa-miR-1203 with sequence CCCGGAGCCAGGAUGCAGCUC. The protein sequence of the target gene is MDFQERDPPFLPESAQSSKPSSAQQASELWEVVEEPRVRLGTEGVMPERQEGHLLKKRKWPLKGWHKRYFVLEDGILHYATTRQDITKGKLHGSIDVRLSVMSINKKAQRIDLDTEDNIYHLKIKSQDLFQSWVAQLRAHRLAHRLDMPRGSLPSTAHRKVPGAQLPTAATASALPGLGPREKVSSWLRDSDGLDRCSHELSECQGKLQELHRLLQSLESLHRIPSAPVIPTHQASVTTERPKKGKRTSRMWCTQSFAKDDTIGRVGRLHGSVPNLSRYLESRDSSGTRGLPPTDYAHLQ.... Result: 0 (no interaction).